From a dataset of Full USPTO retrosynthesis dataset with 1.9M reactions from patents (1976-2016). Predict the reactants needed to synthesize the given product. (1) Given the product [C:16]([O:15][C:13]([NH:1][CH:2]([CH2:3][C:4]1[CH:5]=[CH:6][CH:7]=[CH:8][CH:9]=1)[C:10]([NH:20][CH:21]([CH2:22][CH:23]([CH3:25])[CH3:24])[C:26]([O:28][CH3:29])=[O:27])=[O:12])=[O:14])([CH3:19])([CH3:18])[CH3:17], predict the reactants needed to synthesize it. The reactants are: [NH:1]([C:13]([O:15][C:16]([CH3:19])([CH3:18])[CH3:17])=[O:14])[C@H:2]([C:10]([OH:12])=O)[CH2:3][C:4]1[CH:9]=[CH:8][CH:7]=[CH:6][CH:5]=1.[NH2:20][C@H:21]([C:26]([O:28][CH3:29])=[O:27])[CH2:22][CH:23]([CH3:25])[CH3:24].C1C=CC2N(O)N=NC=2C=1.CN(C(ON1N=NC2C=CC=CC1=2)=[N+](C)C)C.F[P-](F)(F)(F)(F)F.CCN(C(C)C)C(C)C. (2) Given the product [F:3][C:4]1[CH:5]=[C:6]([CH:11]([OH:29])[CH:12]([CH2:18][C:19]2[CH:20]=[CH:21][C:22]([C:25]([F:26])([F:27])[F:28])=[CH:23][CH:24]=2)[C:13]([O:15][CH2:16][CH3:17])=[O:14])[CH:7]=[CH:8][C:9]=1[F:10], predict the reactants needed to synthesize it. The reactants are: [BH4-].[Na+].[F:3][C:4]1[CH:5]=[C:6]([C:11](=[O:29])[CH:12]([CH2:18][C:19]2[CH:24]=[CH:23][C:22]([C:25]([F:28])([F:27])[F:26])=[CH:21][CH:20]=2)[C:13]([O:15][CH2:16][CH3:17])=[O:14])[CH:7]=[CH:8][C:9]=1[F:10].Cl. (3) Given the product [CH2:1]([C:4]1[N:5]([CH2:17][CH2:18][CH2:19][O:20][N:41]2[C:45](=[O:46])[C:44]3[C:43](=[CH:50][CH:49]=[CH:48][CH:47]=3)[C:42]2=[O:51])[C:6]2[C:15]3[CH:14]=[CH:13][CH:12]=[CH:11][C:10]=3[N:9]=[CH:8][C:7]=2[N:16]=1)[CH2:2][CH3:3], predict the reactants needed to synthesize it. The reactants are: [CH2:1]([C:4]1[N:5]([CH2:17][CH2:18][CH2:19][OH:20])[C:6]2[C:15]3[CH:14]=[CH:13][CH:12]=[CH:11][C:10]=3[N:9]=[CH:8][C:7]=2[N:16]=1)[CH2:2][CH3:3].C1(P(C2C=CC=CC=2)C2C=CC=CC=2)C=CC=CC=1.O[N:41]1[C:45](=[O:46])[C:44]2=[CH:47][CH:48]=[CH:49][CH:50]=[C:43]2[C:42]1=[O:51].N(C(OC(C)C)=O)=NC(OC(C)C)=O.C(=O)(O)[O-].[Na+]. (4) Given the product [OH:1][C:2]1[CH:9]=[CH:8][C:5]([C:6]#[N:7])=[CH:4][C:3]=1[C:15]#[C:17][CH3:18], predict the reactants needed to synthesize it. The reactants are: [OH:1][C:2]1[CH:9]=[CH:8][C:5]([C:6]#[N:7])=[CH:4][C:3]=1I.S1(C2[C:17](=[CH:18]C=CC=2)[C:15](=O)N1)(=O)=O.C([Mg]Br)#CC.CO. (5) Given the product [C:1]1([C:18]2[CH:23]=[CH:22][CH:21]=[CH:20][CH:19]=2)[CH:6]=[CH:5][C:4]([C:7]([N:9]2[CH2:14][CH2:13][CH:12]([C:15]3[NH:31][C:30]4[CH:29]=[CH:28][N:27]=[CH:26][C:25]=4[N:24]=3)[CH2:11][CH2:10]2)=[O:8])=[CH:3][CH:2]=1, predict the reactants needed to synthesize it. The reactants are: [C:1]1([C:18]2[CH:23]=[CH:22][CH:21]=[CH:20][CH:19]=2)[CH:6]=[CH:5][C:4]([C:7]([N:9]2[CH2:14][CH2:13][CH:12]([C:15](O)=O)[CH2:11][CH2:10]2)=[O:8])=[CH:3][CH:2]=1.[NH2:24][C:25]1[CH:26]=[N:27][CH:28]=[CH:29][C:30]=1[NH2:31].P(OC1C=CC=CC=1)(OC1C=CC=CC=1)(OC1C=CC=CC=1)=O. (6) Given the product [C:20]([NH:19][C:17]([C:16]1[C:10]2[C:11](=[N:12][CH:13]=[CH:8][N:9]=2)[N:14]([CH2:24][O:25][CH2:26][CH2:27][Si:28]([CH3:31])([CH3:30])[CH3:29])[CH:15]=1)=[O:18])([CH3:23])([CH3:22])[CH3:21], predict the reactants needed to synthesize it. The reactants are: NC1C=C([C:8]2[N:9]=[C:10]3[C:16]([C:17]([NH:19][C:20]([CH3:23])([CH3:22])[CH3:21])=[O:18])=[CH:15][N:14]([CH2:24][O:25][CH2:26][CH2:27][Si:28]([CH3:31])([CH3:30])[CH3:29])[C:11]3=[N:12][CH:13]=2)C=CC=1.BrCC=CC(O)=O.C(P1(=O)OP(CCC)(=O)OP(CCC)(=O)O1)CC.C(OCC)(=O)C.CCN(C(C)C)C(C)C.